Dataset: Catalyst prediction with 721,799 reactions and 888 catalyst types from USPTO. Task: Predict which catalyst facilitates the given reaction. Reactant: [Br:1][C:2]1[C:3]([CH3:13])=[C:4]([N+:10]([O-:12])=[O:11])[C:5]([O:8][CH3:9])=[N:6][CH:7]=1.C[O-].[Li+].CO[CH:19](OC)[N:20]([CH3:22])[CH3:21].O. Product: [Br:1][C:2]1[C:3](/[CH:13]=[CH:19]/[N:20]([CH3:22])[CH3:21])=[C:4]([N+:10]([O-:12])=[O:11])[C:5]([O:8][CH3:9])=[N:6][CH:7]=1. The catalyst class is: 9.